Dataset: Reaction yield outcomes from USPTO patents with 853,638 reactions. Task: Predict the reaction yield, written as a fraction of the theoretical maximum amount of product (1.0 means a 100% yield; for example, 0.34 means a 34% yield). (1) The reactants are [N+:1]([O-:4])(O)=[O:2].[Cl:5][CH2:6][CH2:7][O:8][C:9]1[CH:16]=[CH:15][C:12]([CH:13]=[O:14])=[CH:11][C:10]=1[O:17][CH3:18]. The catalyst is ClCCCl. The product is [Cl:5][CH2:6][CH2:7][O:8][C:9]1[C:10]([O:17][CH3:18])=[CH:11][C:12]([CH:13]=[O:14])=[C:15]([N+:1]([O-:4])=[O:2])[CH:16]=1. The yield is 0.400. (2) The reactants are [F:1][C:2]1[CH:21]=[C:20]([C:22]2[CH:27]=[CH:26][N:25]=[CH:24][CH:23]=2)[CH:19]=[CH:18][C:3]=1[C:4]([NH:6][C:7]1[C:8](O)=[C:9]([CH:14]=[CH:15][CH:16]=1)[C:10]([O:12][CH3:13])=[O:11])=[O:5].CC1C=CC(S(O)(=O)=O)=CC=1. The catalyst is C1(C)C=CC=CC=1. The product is [F:1][C:2]1[CH:21]=[C:20]([C:22]2[CH:23]=[CH:24][N:25]=[CH:26][CH:27]=2)[CH:19]=[CH:18][C:3]=1[C:4]1[O:5][C:8]2[C:9]([C:10]([O:12][CH3:13])=[O:11])=[CH:14][CH:15]=[CH:16][C:7]=2[N:6]=1. The yield is 0.210. (3) The reactants are [Br:1][C:2]1[CH:3]=[C:4]([C@@H:9]([NH:22][C:23](=[O:29])[O:24]C(C)(C)C)[C@H:10](O)[C:11]2[CH:16]=[CH:15][C:14]([C:17]([F:20])([F:19])[F:18])=[CH:13][CH:12]=2)[C:5]([F:8])=[N:6][CH:7]=1.FC(F)(F)C(O)=O.C(N1C=CN=C1)(N1C=CN=C1)=O. The catalyst is ClCCl. The product is [Br:1][C:2]1[CH:3]=[C:4]([C@@H:9]2[C@@H:10]([C:11]3[CH:12]=[CH:13][C:14]([C:17]([F:18])([F:19])[F:20])=[CH:15][CH:16]=3)[O:29][C:23](=[O:24])[NH:22]2)[C:5]([F:8])=[N:6][CH:7]=1. The yield is 0.391.